This data is from Full USPTO retrosynthesis dataset with 1.9M reactions from patents (1976-2016). The task is: Predict the reactants needed to synthesize the given product. (1) The reactants are: [CH3:1][C:2]1[C:7]([CH3:8])=[CH:6][C:5]([CH3:9])=[CH:4][N+:3]=1[O-:10].S(=O)(=O)(O)O.[N+:16]([O-])([OH:18])=[O:17].C(=O)([O-])O.[NH4+]. Given the product [CH3:1][C:2]1[C:7]([CH3:8])=[C:6]([N+:16]([O-:18])=[O:17])[C:5]([CH3:9])=[CH:4][N+:3]=1[O-:10], predict the reactants needed to synthesize it. (2) Given the product [F:7][C:8]1[CH:13]=[CH:12][C:11]([O:1][C@@H:2]2[CH2:6][CH2:5][NH:4][CH2:3]2)=[CH:10][CH:9]=1, predict the reactants needed to synthesize it. The reactants are: [OH:1][CH:2]1[CH2:6][CH2:5][NH:4][CH2:3]1.[F:7][C:8]1[CH:13]=[CH:12][C:11](O)=[CH:10][CH:9]=1. (3) The reactants are: [I-].[CH:2]1[C:12]2[CH2:11][CH2:10][C:9]3[CH:13]=[CH:14][CH:15]=[CH:16][C:8]=3[NH:7][C:6]=2[CH:5]=[CH:4][C:3]=1[CH2:17][N+]1(C)CCCCC1.[C:25]([O-:28])(=[O:27])[CH3:26].[Li+]. Given the product [CH:2]1[C:12]2[CH2:11][CH2:10][C:9]3[CH:13]=[CH:14][CH:15]=[CH:16][C:8]=3[NH:7][C:6]=2[CH:5]=[CH:4][C:3]=1[CH2:17][O:28][C:25](=[O:27])[CH3:26], predict the reactants needed to synthesize it.